Dataset: Reaction yield outcomes from USPTO patents with 853,638 reactions. Task: Predict the reaction yield, written as a fraction of the theoretical maximum amount of product (1.0 means a 100% yield; for example, 0.34 means a 34% yield). (1) The reactants are [F:1][C:2]1[CH:7]=[C:6]([S:8]([CH3:11])(=[O:10])=[O:9])[CH:5]=[CH:4][C:3]=1[NH:12][C@H:13]1[CH2:17][CH2:16][N:15]([CH:18]2[CH2:23][CH2:22][N:21](C(OCC3C=CC=CC=3)=O)[CH2:20][CH2:19]2)[C:14]1=[O:34]. The catalyst is C(O)C.Cl.[Pd]. The product is [F:1][C:2]1[CH:7]=[C:6]([S:8]([CH3:11])(=[O:10])=[O:9])[CH:5]=[CH:4][C:3]=1[NH:12][C@H:13]1[CH2:17][CH2:16][N:15]([CH:18]2[CH2:23][CH2:22][NH:21][CH2:20][CH2:19]2)[C:14]1=[O:34]. The yield is 0.640. (2) The reactants are C1C=CC(P(C2C=CC=CC=2)C2C=CC=CC=2)=CC=1.CC(OC(/N=N/C(OC(C)C)=O)=O)C.[CH3:34][C:35]1[C:39]([C:40]2[C:41]([O:54][CH3:55])=[CH:42][C:43]3[C:44]4[NH:52][C:51](=[O:53])[O:50][C:45]=4[CH:46]=[N:47][C:48]=3[CH:49]=2)=[C:38]([CH3:56])[O:37][N:36]=1.[N:57]1[CH:62]=[CH:61][CH:60]=[CH:59][C:58]=1[C@@H:63](O)[CH3:64].C([O-])(O)=O.[Na+]. The catalyst is C1COCC1.CCOC(C)=O. The product is [CH3:34][C:35]1[C:39]([C:40]2[C:41]([O:54][CH3:55])=[CH:42][C:43]3[C:44]4[N:52]([C@@H:63]([C:58]5[CH:59]=[CH:60][CH:61]=[CH:62][N:57]=5)[CH3:64])[C:51](=[O:53])[O:50][C:45]=4[CH:46]=[N:47][C:48]=3[CH:49]=2)=[C:38]([CH3:56])[O:37][N:36]=1. The yield is 0.170. (3) The reactants are [F:1][C:2]1[CH:3]=[CH:4][C:5]([OH:17])=[C:6]([C:8](=[O:16])[CH2:9][C:10]2[CH:15]=[CH:14][CH:13]=[CH:12][CH:11]=2)[CH:7]=1.[C:18](O[C:18](=O)[CH2:19][CH2:20][CH3:21])(=O)[CH2:19][CH2:20][CH3:21].Cl. The catalyst is C(N(CC)CC)C. The product is [F:1][C:2]1[CH:7]=[C:6]2[C:5](=[CH:4][CH:3]=1)[O:17][C:18]([CH2:19][CH2:20][CH3:21])=[C:9]([C:10]1[CH:15]=[CH:14][CH:13]=[CH:12][CH:11]=1)[C:8]2=[O:16]. The yield is 0.710. (4) The reactants are [F:1][C:2]1[C:10]2[S:9][C:8](=O)[CH2:7][C:6]=2[C:5]([O:12][CH3:13])=[CH:4][CH:3]=1.[H-].C([Al+]CC(C)C)C(C)C. The catalyst is ClCCl. The product is [F:1][C:2]1[C:10]2[S:9][CH:8]=[CH:7][C:6]=2[C:5]([O:12][CH3:13])=[CH:4][CH:3]=1. The yield is 0.870. (5) The reactants are [Cl:1][C:2]1[CH:7]=[C:6]2[NH:8][C:9](=[O:29])[C:10]3([CH:15]([C:16]4[CH:21]=[CH:20][CH:19]=[C:18]([Cl:22])[CH:17]=4)[CH2:14][C:13](=[O:23])[NH:12][CH:11]3[C:24]([CH2:27][CH3:28])=[CH:25][CH3:26])[C:5]2=[CH:4][CH:3]=1. The catalyst is C(OCC)(=O)C.[Pt]=O. The product is [Cl:1][C:2]1[CH:7]=[C:6]2[NH:8][C:9](=[O:29])[C:10]3([CH:15]([C:16]4[CH:21]=[CH:20][CH:19]=[C:18]([Cl:22])[CH:17]=4)[CH2:14][C:13](=[O:23])[NH:12][CH:11]3[CH:24]([CH2:27][CH3:28])[CH2:25][CH3:26])[C:5]2=[CH:4][CH:3]=1. The yield is 0.377.